This data is from Forward reaction prediction with 1.9M reactions from USPTO patents (1976-2016). The task is: Predict the product of the given reaction. (1) Given the reactants Cl.[Br:2][C:3]1[CH:4]=[C:5]([O:9]N)[CH:6]=[CH:7][CH:8]=1.C(O)(=O)C.[CH3:15][C@@H:16]1[CH2:21][C:20](=O)[CH2:19][CH2:18][NH:17]1.S(=O)(=O)(O)O, predict the reaction product. The product is: [Br:2][C:3]1[CH:8]=[CH:7][C:6]2[C:19]3[CH2:18][NH:17][C@H:16]([CH3:15])[CH2:21][C:20]=3[O:9][C:5]=2[CH:4]=1. (2) Given the reactants C(OC(=O)[NH:7][C@@H:8]([CH:31]1[CH2:36][CH2:35][CH2:34][CH2:33][CH2:32]1)[C:9]([N:11]1[CH2:19][C:18]2[C:13](=[CH:14][CH:15]=[CH:16][CH:17]=2)[C@H:12]1[C:20](=[O:30])[NH:21][C:22]1[C:27]([F:28])=[CH:26][CH:25]=[CH:24][C:23]=1[F:29])=[O:10])(C)(C)C.[C:38]([OH:44])([C:40]([F:43])([F:42])[F:41])=[O:39], predict the reaction product. The product is: [F:41][C:40]([F:43])([F:42])[C:38]([OH:44])=[O:39].[F:29][C:23]1[CH:24]=[CH:25][CH:26]=[C:27]([F:28])[C:22]=1[NH:21][C:20]([C@@H:12]1[C:13]2[C:18](=[CH:17][CH:16]=[CH:15][CH:14]=2)[CH2:19][N:11]1[C:9](=[O:10])[C@@H:8]([NH2:7])[CH:31]1[CH2:32][CH2:33][CH2:34][CH2:35][CH2:36]1)=[O:30].